This data is from Reaction yield outcomes from USPTO patents with 853,638 reactions. The task is: Predict the reaction yield, written as a fraction of the theoretical maximum amount of product (1.0 means a 100% yield; for example, 0.34 means a 34% yield). (1) The reactants are [CH2:1]([NH:8][C:9]([C:11]1[S:15][C:14]([N:16]2[CH2:20][CH2:19][N:18]([CH2:21][C:22]3[CH:23]=[C:24]([CH:30]=[CH:31][CH:32]=3)[C:25]([O:27]CC)=[O:26])[C:17]2=[O:33])=[N:13][C:12]=1[CH3:34])=[O:10])[C:2]1[CH:7]=[CH:6][CH:5]=[CH:4][CH:3]=1.O.[OH-].[Li+]. The catalyst is O1CCCC1.O. The product is [CH2:1]([NH:8][C:9]([C:11]1[S:15][C:14]([N:16]2[CH2:20][CH2:19][N:18]([CH2:21][C:22]3[CH:23]=[C:24]([CH:30]=[CH:31][CH:32]=3)[C:25]([OH:27])=[O:26])[C:17]2=[O:33])=[N:13][C:12]=1[CH3:34])=[O:10])[C:2]1[CH:7]=[CH:6][CH:5]=[CH:4][CH:3]=1. The yield is 0.970. (2) The reactants are [OH:1][C:2]1[C:7](C(O)=O)=[CH:6][N:5]=[C:4]2[N:11]([C:15]3[CH:20]=[CH:19][CH:18]=[CH:17][N:16]=3)[N:12]=[C:13]([CH3:14])[C:3]=12.[OH-].[Na+]. The catalyst is P(=O)(O)(O)O. The product is [CH3:14][C:13]1[C:3]2[C:2]([OH:1])=[CH:7][CH:6]=[N:5][C:4]=2[N:11]([C:15]2[CH:20]=[CH:19][CH:18]=[CH:17][N:16]=2)[N:12]=1. The yield is 0.150. (3) The reactants are [NH2:1][C:2]1[C:3]([C:20]([O-:22])=O)=[N:4][C:5]([C:13]2[CH:18]=[CH:17][CH:16]=[C:15]([OH:19])[CH:14]=2)=[N:6][C:7]=1[NH:8][C:9]([CH3:12])([CH3:11])[CH3:10].[NH2:23]C1C(C([O-])=O)=NC(Cl)=NC=1NC(C)(C)C.[OH:39][C:40]1C=C(B(O)O)C=CC=1.P([O-])([O-])([O-])=O.[K+].[K+].[K+].C1(P(C2CCCCC2)C2C=CC=CC=2C2C(OC)=CC=CC=2OC)CCCCC1. The catalyst is O1CCCC1.O.C([O-])(=O)C.[Pd+2].C([O-])(=O)C. The product is [C:9]([N:8]1[C:40](=[O:39])[NH:1][C:2]2[C:7]1=[N:6][C:5]([C:13]1[CH:18]=[CH:17][CH:16]=[C:15]([OH:19])[CH:14]=1)=[N:4][C:3]=2[C:20]([NH2:23])=[O:22])([CH3:11])([CH3:10])[CH3:12]. The yield is 0.360. (4) The reactants are [CH:1]([N:4]1[C:8]([C:9]2[N:18]=[C:17]3[N:11]([CH2:12][CH2:13][O:14][C:15]4[CH:22]=[C:21]([CH:23]5[CH2:28][CH2:27][N:26]([C:29]([CH3:33])([CH3:32])[C:30]#[N:31])[CH2:25][CH2:24]5)[CH:20]=[CH:19][C:16]=43)[CH:10]=2)=[N:7][C:6]([CH3:34])=[N:5]1)([CH3:3])[CH3:2].S(=O)(=O)(O)[OH:36]. The catalyst is C(=O)([O-])[O-].[Na+].[Na+]. The product is [CH:1]([N:4]1[C:8]([C:9]2[N:18]=[C:17]3[C:16]4[CH:19]=[CH:20][C:21]([CH:23]5[CH2:28][CH2:27][N:26]([C:29]([CH3:32])([CH3:33])[C:30]([NH2:31])=[O:36])[CH2:25][CH2:24]5)=[CH:22][C:15]=4[O:14][CH2:13][CH2:12][N:11]3[CH:10]=2)=[N:7][C:6]([CH3:34])=[N:5]1)([CH3:3])[CH3:2]. The yield is 0.0900. (5) The reactants are [CH:1]1([C:4]2[C:5]([N+:15]([O-:17])=[O:16])=[CH:6][C:7]([N+:12]([O-])=O)=[C:8]([CH:11]=2)[CH:9]=O)[CH2:3][CH2:2]1.ClC1C=CC([N:25]2[C:33](C(NC)=O)=[C:32]3[C:27](C=[C:29]([NH:41]S(C)(=O)=O)[C:30](C4CC4)=[CH:31]3)=N2)=CC=1.CC1C=CC(N)=NC=1.C1(P(C2C=CC=CC=2)C2C=CC=CC=2)C=CC=CC=1. The product is [CH:1]1([C:4]2[C:5]([N+:15]([O-:17])=[O:16])=[CH:6][C:7]3[C:8](=[CH:9][N:41]([C:29]4[CH:30]=[CH:31][C:32]([CH3:27])=[CH:33][N:25]=4)[N:12]=3)[CH:11]=2)[CH2:3][CH2:2]1. The catalyst is CCO.C(Cl)Cl. The yield is 0.430.